Dataset: Peptide-MHC class II binding affinity with 134,281 pairs from IEDB. Task: Regression. Given a peptide amino acid sequence and an MHC pseudo amino acid sequence, predict their binding affinity value. This is MHC class II binding data. The peptide sequence is YDKFLARVSTVLTGK. The MHC is DRB3_0202 with pseudo-sequence DRB3_0202. The binding affinity (normalized) is 0.341.